From a dataset of Catalyst prediction with 721,799 reactions and 888 catalyst types from USPTO. Predict which catalyst facilitates the given reaction. (1) Reactant: CN(C)C=O.[NH2:6][C:7]1[C:12]([N+:13]([O-:15])=[O:14])=[C:11](Cl)[C:10]([Cl:17])=[CH:9][N:8]=1.C(=O)([O-])[O-].[Cs+].[Cs+].[OH:24][C:25]1[CH:26]=[C:27]([NH:31][C:32](=[O:35])[CH:33]=[CH2:34])[CH:28]=[CH:29][CH:30]=1. Product: [NH2:6][C:7]1[C:12]([N+:13]([O-:15])=[O:14])=[C:11]([O:24][C:25]2[CH:26]=[C:27]([NH:31][C:32](=[O:35])[CH:33]=[CH2:34])[CH:28]=[CH:29][CH:30]=2)[C:10]([Cl:17])=[CH:9][N:8]=1. The catalyst class is: 413. (2) Reactant: Br[CH2:2][C:3]1[CH:4]=[C:5]([CH:8]=[CH:9][CH:10]=1)[C:6]#[N:7].[CH2:11]([CH2:13][NH2:14])[OH:12].C(=O)(O)[O-].[Na+]. Product: [OH:12][CH2:11][CH2:13][NH:14][CH2:2][C:3]1[CH:4]=[C:5]([CH:8]=[CH:9][CH:10]=1)[C:6]#[N:7]. The catalyst class is: 10. (3) Reactant: N(C(OC(C)C)=O)=NC(OC(C)C)=O.[CH3:15][O:16][CH2:17][O:18][C:19]1[CH:35]=[CH:34][C:22]2[CH2:23][C:24]([C:27]3[N:32]=[CH:31][C:30]([OH:33])=[CH:29][CH:28]=3)([CH3:26])[O:25][C:21]=2[CH:20]=1.O[CH2:37][C@@H:38]([NH:40][C:41](=[O:47])[O:42][C:43]([CH3:46])([CH3:45])[CH3:44])[CH3:39].C1(P(C2C=CC=CC=2)C2C=CC=CC=2)C=CC=CC=1. Product: [CH3:15][O:16][CH2:17][O:18][C:19]1[CH:35]=[CH:34][C:22]2[CH2:23][C:24]([C:27]3[N:32]=[CH:31][C:30]([O:33][CH2:39][C@@H:38]([NH:40][C:41](=[O:47])[O:42][C:43]([CH3:44])([CH3:46])[CH3:45])[CH3:37])=[CH:29][CH:28]=3)([CH3:26])[O:25][C:21]=2[CH:20]=1. The catalyst class is: 11.